From a dataset of Catalyst prediction with 721,799 reactions and 888 catalyst types from USPTO. Predict which catalyst facilitates the given reaction. (1) Reactant: [CH3:1][C:2]1[C:7]([CH3:8])=[CH:6][CH:5]=[CH:4][C:3]=1[CH:9]([C:11]1[NH:12][CH:13]=[CH:14][N:15]=1)[CH3:10]. Product: [CH3:1][C:2]1[C:7]([CH3:8])=[CH:6][CH:5]=[CH:4][C:3]=1[C@H:9]([C:11]1[NH:15][CH:14]=[CH:13][N:12]=1)[CH3:10]. The catalyst class is: 8. (2) Reactant: Cl.COC[O:5][C:6]1[CH:23]=[CH:22][C:9]([CH:10]=[CH:11][C:12]2[C@@H:17]3[CH2:18][C@@H:15]([C:16]3([CH3:20])[CH3:19])[C:14](=[O:21])[CH:13]=2)=[CH:8][CH:7]=1.C([O-])(O)=O.[Na+]. Product: [OH:5][C:6]1[CH:7]=[CH:8][C:9]([CH:10]=[CH:11][C:12]2[C@@H:17]3[CH2:18][C@@H:15]([C:16]3([CH3:20])[CH3:19])[C:14](=[O:21])[CH:13]=2)=[CH:22][CH:23]=1. The catalyst class is: 5. (3) Reactant: C(N(C(C)C)CC)(C)C.[NH2:10][C@@H:11]1[CH2:15][CH2:14][N:13]([C:16]2[C:25]3[C:20](=[CH:21][C:22]([CH3:26])=[CH:23][CH:24]=3)[N:19]=[C:18]([C:27]3[C:32]([F:33])=[CH:31][CH:30]=[CH:29][C:28]=3[OH:34])[N:17]=2)[CH2:12]1.Cl[C:36]([O:38][CH2:39][C:40]([CH3:43])([CH3:42])[CH3:41])=[O:37].ClC([O-])=O. Product: [F:33][C:32]1[CH:31]=[CH:30][CH:29]=[C:28]([OH:34])[C:27]=1[C:18]1[N:17]=[C:16]([N:13]2[CH2:14][CH2:15][C@@H:11]([NH:10][C:36](=[O:37])[O:38][CH2:39][C:40]([CH3:43])([CH3:42])[CH3:41])[CH2:12]2)[C:25]2[C:20](=[CH:21][C:22]([CH3:26])=[CH:23][CH:24]=2)[N:19]=1. The catalyst class is: 1. (4) Reactant: [NH2:1][C:2]1[C:10]([CH3:11])=[C:9]([Cl:12])[CH:8]=[CH:7][C:3]=1[C:4]([OH:6])=[O:5].[C:13](=O)([O-])[O-].[Cs+].[Cs+].IC.O. Product: [NH2:1][C:2]1[C:10]([CH3:11])=[C:9]([Cl:12])[CH:8]=[CH:7][C:3]=1[C:4]([O:6][CH3:13])=[O:5]. The catalyst class is: 3. (5) Reactant: Br[C:2]1[C:3]([CH2:24][CH3:25])=[C:4]([C:8]2[N:12]=[C:11]([C:13]3[CH:14]=[C:15]([Cl:23])[C:16]([O:19][CH:20]([CH3:22])[CH3:21])=[N:17][CH:18]=3)[O:10][N:9]=2)[CH:5]=[CH:6][CH:7]=1.CC1C=CC=CC=1P(C1C=CC=CC=1C)C1C=CC=CC=1C.Br[Zn][CH2:50][CH2:51][C:52]([O:54][CH2:55][CH3:56])=[O:53]. Product: [Cl:23][C:15]1[CH:14]=[C:13]([C:11]2[O:10][N:9]=[C:8]([C:4]3[C:3]([CH2:24][CH3:25])=[C:2]([CH2:50][CH2:51][C:52]([O:54][CH2:55][CH3:56])=[O:53])[CH:7]=[CH:6][CH:5]=3)[N:12]=2)[CH:18]=[N:17][C:16]=1[O:19][CH:20]([CH3:22])[CH3:21]. The catalyst class is: 443.